This data is from Full USPTO retrosynthesis dataset with 1.9M reactions from patents (1976-2016). The task is: Predict the reactants needed to synthesize the given product. (1) Given the product [ClH:12].[NH2:1][C:2]1[N:7]=[C:6]([I:11])[CH:5]=[C:4]([NH:8][CH2:9][CH3:10])[N:3]=1, predict the reactants needed to synthesize it. The reactants are: [NH2:1][C:2]1[N:7]=[CH:6][CH:5]=[C:4]([NH:8][CH2:9][CH3:10])[N:3]=1.[I:11][Cl:12]. (2) Given the product [OH:2][CH:1]([C:3]1[N:8]=[CH:7][C:6]([C:9]2[CH:17]=[CH:16][C:12]([C:13]([NH2:15])=[O:14])=[CH:11][CH:10]=2)=[CH:5][CH:4]=1)[CH2:18][CH3:19], predict the reactants needed to synthesize it. The reactants are: [CH:1]([C:3]1[N:8]=[CH:7][C:6]([C:9]2[CH:17]=[CH:16][C:12]([C:13]([NH2:15])=[O:14])=[CH:11][CH:10]=2)=[CH:5][CH:4]=1)=[O:2].[CH2:18]([Mg]Br)[CH3:19]. (3) Given the product [C:53]([O:56][C:50](=[O:35])[NH:47][CH2:8][CH:7]([C:12]1[CH:13]=[CH:14][CH:15]=[CH:16][CH:17]=1)[CH:6]([C:18]1[CH:19]=[N:20][CH:21]=[CH:22][CH:23]=1)[C:5]([N:4]([CH:25]([CH3:27])[CH3:26])[CH:1]([CH3:2])[CH3:3])=[O:24])([CH3:55])([CH3:54])[CH3:52], predict the reactants needed to synthesize it. The reactants are: [CH:1]([N:4]([CH:25]([CH3:27])[CH3:26])[C:5](=[O:24])[CH:6]([C:18]1[CH:19]=[N:20][CH:21]=[CH:22][CH:23]=1)[CH:7]([C:12]1[CH:17]=[CH:16][CH:15]=[CH:14][CH:13]=1)[CH2:8]C(O)=O)([CH3:3])[CH3:2].C1C=CC(P(N=[N+]=[N-])(C2C=CC=CC=2)=[O:35])=CC=1.CC[N:47]([CH2:50]C)CC.[CH3:52][C:53]([OH:56])([CH3:55])[CH3:54].